The task is: Regression. Given a peptide amino acid sequence and an MHC pseudo amino acid sequence, predict their binding affinity value. This is MHC class I binding data.. This data is from Peptide-MHC class I binding affinity with 185,985 pairs from IEDB/IMGT. (1) The peptide sequence is YLLFASMGFK. The MHC is HLA-A68:01 with pseudo-sequence HLA-A68:01. The binding affinity (normalized) is 0.551. (2) The peptide sequence is ALDLSHFLK. The MHC is HLA-A29:02 with pseudo-sequence HLA-A29:02. The binding affinity (normalized) is 0.00260. (3) The peptide sequence is LLVLQAGFFL. The MHC is HLA-A02:06 with pseudo-sequence HLA-A02:06. The binding affinity (normalized) is 0.891. (4) The peptide sequence is GDLRQRLL. The MHC is Mamu-A11 with pseudo-sequence Mamu-A11. The binding affinity (normalized) is 0.363. (5) The peptide sequence is FLFGDDDAL. The MHC is HLA-A02:03 with pseudo-sequence HLA-A02:03. The binding affinity (normalized) is 0.936.